Dataset: Forward reaction prediction with 1.9M reactions from USPTO patents (1976-2016). Task: Predict the product of the given reaction. (1) The product is: [CH2:1]([S:3][C:4]1[C:9]([C:10]([NH:12][CH2:13][C:14]2[CH:19]=[CH:18][CH:17]=[C:16]([F:20])[CH:15]=2)=[O:11])=[C:8]([CH3:21])[CH:7]=[C:6]([N:22]([CH3:23])[CH2:34][C:35](=[O:37])[CH3:36])[N:5]=1)[CH3:2]. Given the reactants [CH2:1]([S:3][C:4]1[C:9]([C:10]([NH:12][CH2:13][C:14]2[CH:19]=[CH:18][CH:17]=[C:16]([F:20])[CH:15]=2)=[O:11])=[C:8]([CH3:21])[CH:7]=[C:6]([NH:22][CH3:23])[N:5]=1)[CH3:2].CCN(C(C)C)C(C)C.Cl[CH2:34][C:35](=[O:37])[CH3:36].[OH-].[Na+], predict the reaction product. (2) Given the reactants [NH2:1][C:2]1[C:3]2[N:4]([C:8]([N:12]3[CH2:17][CH2:16][CH2:15][CH:14]([C:18]([O:20][CH3:21])=[O:19])[CH2:13]3)=[N:9][C:10]=2Br)[CH:5]=[CH:6][N:7]=1.CC1(C)C(C)(C)OB([C:30]2[CH:48]=[CH:47][C:33]([C:34]([NH:36][C:37]3[CH:42]=[C:41]([C:43]([F:46])([F:45])[F:44])[CH:40]=[CH:39][N:38]=3)=[O:35])=[CH:32][CH:31]=2)O1.C([O-])([O-])=O.[K+].[K+], predict the reaction product. The product is: [NH2:1][C:2]1[C:3]2[N:4]([C:8]([N:12]3[CH2:17][CH2:16][CH2:15][CH:14]([C:18]([O:20][CH3:21])=[O:19])[CH2:13]3)=[N:9][C:10]=2[C:30]2[CH:48]=[CH:47][C:33]([C:34](=[O:35])[NH:36][C:37]3[CH:42]=[C:41]([C:43]([F:44])([F:45])[F:46])[CH:40]=[CH:39][N:38]=3)=[CH:32][CH:31]=2)[CH:5]=[CH:6][N:7]=1. (3) The product is: [C:38]([O:31][C:28]([C@@:17]1([O:18][C:19]2[CH:24]=[C:23]([F:25])[C:22]([F:26])=[C:21]([F:27])[CH:20]=2)[CH2:16][CH2:15][CH2:14][N:13]2[C:9]([C:7]3[CH:6]=[CH:5][C:4]([N:32]4[CH:36]=[C:35]([CH3:37])[N:34]=[CH:33]4)=[C:3]([O:2][CH3:1])[N:8]=3)=[N:10][N:11]=[C:12]12)([CH3:30])[CH3:29])(=[O:47])[C@H:39]([C:41]1[CH:46]=[CH:45][CH:44]=[CH:43][CH:42]=1)[OH:40]. Given the reactants [CH3:1][O:2][C:3]1[N:8]=[C:7]([C:9]2[N:13]3[CH2:14][CH2:15][CH2:16][C@@:17]([C:28]([OH:31])([CH3:30])[CH3:29])([O:18][C:19]4[CH:24]=[C:23]([F:25])[C:22]([F:26])=[C:21]([F:27])[CH:20]=4)[C:12]3=[N:11][N:10]=2)[CH:6]=[CH:5][C:4]=1[N:32]1[CH:36]=[C:35]([CH3:37])[N:34]=[CH:33]1.[C:38](O)(=[O:47])[CH:39]([C:41]1[CH:46]=[CH:45][CH:44]=[CH:43][CH:42]=1)[OH:40].CCCCCC, predict the reaction product.